From a dataset of Reaction yield outcomes from USPTO patents with 853,638 reactions. Predict the reaction yield, written as a fraction of the theoretical maximum amount of product (1.0 means a 100% yield; for example, 0.34 means a 34% yield). (1) The reactants are Br[C:2]1[S:6][CH:5]=[C:4]([C:7]([CH3:12])([CH2:10][CH3:11])[C:8]#[N:9])[CH:3]=1.CC1(C)C(C)(C)OB([C:21]2[CH:26]=[CH:25][N:24]=[C:23]3[N:27](C(C4C=CC=CC=4)(C4C=CC=CC=4)C4C=CC=CC=4)[N:28]=[CH:29][C:22]=23)O1.C([O-])([O-])=O.[Na+].[Na+].O.CCOC(C)=O. The catalyst is COCCOC.[Pd].C1(P(C2C=CC=CC=2)C2C=CC=CC=2)C=CC=CC=1.C1(P(C2C=CC=CC=2)C2C=CC=CC=2)C=CC=CC=1.C1(P(C2C=CC=CC=2)C2C=CC=CC=2)C=CC=CC=1.C1(P(C2C=CC=CC=2)C2C=CC=CC=2)C=CC=CC=1. The product is [NH:27]1[C:23]2=[N:24][CH:25]=[CH:26][C:21]([C:2]3[S:6][CH:5]=[C:4]([C:7]([CH3:12])([CH2:10][CH3:11])[C:8]#[N:9])[CH:3]=3)=[C:22]2[CH:29]=[N:28]1. The yield is 0.260. (2) The reactants are C(NC(C)C)(C)C.C(=O)=O.[CH2:11]([OH:14])[CH2:12]O.[Li]CCCC.C1C=CC(N([S:27]([C:30]([F:33])([F:32])[F:31])(=[O:29])=[O:28])[S:27]([C:30]([F:33])([F:32])[F:31])(=[O:29])=[O:28])=CC=1. The product is [O:14]([CH:11]=[CH2:12])[S:27]([C:30]([F:33])([F:32])[F:31])(=[O:29])=[O:28]. The catalyst is C1COCC1.C(OCC)(=O)C. The yield is 0.870. (3) The reactants are Cl[C:2]1[N:7]2[N:8]=[CH:9][CH:10]=[C:6]2[N:5]=[C:4]([CH2:11][C:12]2[CH:13]=[C:14]([CH:17]=[CH:18][CH:19]=2)[C:15]#[N:16])[CH:3]=1.[CH:20]1([NH2:23])[CH2:22][CH2:21]1.C(N(CC)CC)C.C(#N)C. The catalyst is O. The product is [CH:20]1([NH:23][C:2]2[N:7]3[N:8]=[CH:9][CH:10]=[C:6]3[N:5]=[C:4]([CH2:11][C:12]3[CH:13]=[C:14]([CH:17]=[CH:18][CH:19]=3)[C:15]#[N:16])[CH:3]=2)[CH2:22][CH2:21]1. The yield is 0.830.